Dataset: HIV replication inhibition screening data with 41,000+ compounds from the AIDS Antiviral Screen. Task: Binary Classification. Given a drug SMILES string, predict its activity (active/inactive) in a high-throughput screening assay against a specified biological target. (1) The result is 0 (inactive). The compound is O=[N+]([O-])c1cc(SSc2ccc(Cl)c([N+](=O)[O-])c2)ccc1Cl. (2) The drug is CN(C)CC(C)(C)C(=O)C=Cc1ccccc1. The result is 0 (inactive). (3) The drug is CN(C)C1C(CO)OC(n2cnc3c(N)ncnc32)C1O. The result is 0 (inactive). (4) The drug is COc1ccc(N2C(=O)C(=Cc3cc(OC)c(OC)c(OC)c3)S(=O)(=O)C2c2ccccc2)cc1. The result is 0 (inactive). (5) The drug is COc1ccc(CC(=O)c2cc(OC)c(OC)cc2C)cc1OC. The result is 0 (inactive). (6) The result is 0 (inactive). The compound is O=C(Oc1ccc(N=Cc2ccc3c(c2)OCO3)cc1)Oc1ccc(N=Cc2ccc3c(c2)OCO3)cc1. (7) The compound is O=S(=O)(NCCSSCCNS(=O)(=O)c1cccc2cccnc12)c1cccc2cccnc12. The result is 0 (inactive).